This data is from Full USPTO retrosynthesis dataset with 1.9M reactions from patents (1976-2016). The task is: Predict the reactants needed to synthesize the given product. The reactants are: C[O:2][C:3](=[O:47])[CH2:4][C@H:5]([OH:46])[CH2:6][C@H:7]([OH:45])[CH2:8][CH2:9][C:10]1[N:11]([CH:42]([CH3:44])[CH3:43])[C:12]([C:29](=[O:41])[NH:30][C@@H:31]([C:33]2[CH:38]=[CH:37][C:36]([O:39][CH3:40])=[CH:35][CH:34]=2)[CH3:32])=[C:13]([C:22]2[CH:27]=[CH:26][C:25]([F:28])=[CH:24][CH:23]=2)[C:14]=1[C:15]1[CH:20]=[CH:19][C:18]([F:21])=[CH:17][CH:16]=1.C(O)C.O.[OH-].[Na+:53]. Given the product [Na+:53].[F:21][C:18]1[CH:19]=[CH:20][C:15]([C:14]2[C:13]([C:22]3[CH:27]=[CH:26][C:25]([F:28])=[CH:24][CH:23]=3)=[C:12]([C:29](=[O:41])[NH:30][C@@H:31]([C:33]3[CH:38]=[CH:37][C:36]([O:39][CH3:40])=[CH:35][CH:34]=3)[CH3:32])[N:11]([CH:42]([CH3:44])[CH3:43])[C:10]=2[CH2:9][CH2:8][C@@H:7]([OH:45])[CH2:6][C@@H:5]([OH:46])[CH2:4][C:3]([O-:47])=[O:2])=[CH:16][CH:17]=1, predict the reactants needed to synthesize it.